This data is from Peptide-MHC class II binding affinity with 134,281 pairs from IEDB. The task is: Regression. Given a peptide amino acid sequence and an MHC pseudo amino acid sequence, predict their binding affinity value. This is MHC class II binding data. (1) The peptide sequence is EKKYFAATQPEPLAA. The MHC is DRB1_1602 with pseudo-sequence DRB1_1602. The binding affinity (normalized) is 0.628. (2) The peptide sequence is LQIIDKIDAAFKVAA. The MHC is DRB1_0301 with pseudo-sequence DRB1_0301. The binding affinity (normalized) is 0.644. (3) The peptide sequence is AYVATVSEALRIIAG. The MHC is DRB1_0405 with pseudo-sequence DRB1_0405. The binding affinity (normalized) is 0.339. (4) The peptide sequence is AAATGGTTVYGAFAA. The MHC is HLA-DPA10103-DPB10601 with pseudo-sequence HLA-DPA10103-DPB10601. The binding affinity (normalized) is 0.151. (5) The peptide sequence is VEAVMYMGTLSYDNL. The MHC is DRB1_0101 with pseudo-sequence DRB1_0101. The binding affinity (normalized) is 0.683. (6) The peptide sequence is YLKFLANVSTVLTGK. The MHC is DRB1_0404 with pseudo-sequence DRB1_0404. The binding affinity (normalized) is 0.391.